From a dataset of Catalyst prediction with 721,799 reactions and 888 catalyst types from USPTO. Predict which catalyst facilitates the given reaction. (1) Reactant: [N+:1]([C:4]1[CH:12]=[CH:11][C:7]([C:8](Cl)=[O:9])=[CH:6][CH:5]=1)([O-:3])=[O:2].[CH3:13][N:14]1[CH2:19][CH2:18][NH:17][CH2:16][CH2:15]1. Product: [CH3:13][N:14]1[CH2:19][CH2:18][N:17]([C:8]([C:7]2[CH:11]=[CH:12][C:4]([N+:1]([O-:3])=[O:2])=[CH:5][CH:6]=2)=[O:9])[CH2:16][CH2:15]1. The catalyst class is: 23. (2) Reactant: [CH3:1][NH:2][C@H:3]1[CH2:7][CH2:6][NH:5][CH2:4]1.[Cl:8][C:9]1[N:18]=[C:17](Cl)[C:16]2[C:11](=[CH:12][CH:13]=[C:14]([O:20][CH3:21])[CH:15]=2)[N:10]=1. Product: [Cl:8][C:9]1[N:18]=[C:17]([N:5]2[CH2:6][CH2:7][C@H:3]([NH:2][CH3:1])[CH2:4]2)[C:16]2[C:11](=[CH:12][CH:13]=[C:14]([O:20][CH3:21])[CH:15]=2)[N:10]=1. The catalyst class is: 8. (3) Reactant: CS(O[CH2:6][C@H:7]1[CH2:19][N:10]2[C:11]3[CH:12]=[CH:13][C:14]([Br:18])=[CH:15][C:16]=3[CH:17]=[C:9]2[C@H:8]1[N:20]([CH2:22][C:23]1[CH:28]=[CH:27][CH:26]=[CH:25][CH:24]=1)[CH3:21])(=O)=O.[N-]=[N+]=[N-].[Na+].C1(P(C2C=CC=CC=2)C2C=CC=CC=2)C=CC=CC=1.C([N:54](CC)CC)C.[C:59]([O:63][C:64]([O:66]C(OC(C)(C)C)=O)=O)([CH3:62])([CH3:61])[CH3:60]. Product: [CH2:22]([N:20]([CH3:21])[C@@H:8]1[C:9]2=[CH:17][C:16]3[CH:15]=[C:14]([Br:18])[CH:13]=[CH:12][C:11]=3[N:10]2[CH2:19][C@@H:7]1[CH2:6][NH:54][C:64](=[O:66])[O:63][C:59]([CH3:62])([CH3:61])[CH3:60])[C:23]1[CH:28]=[CH:27][CH:26]=[CH:25][CH:24]=1. The catalyst class is: 18. (4) Reactant: [F:1][C:2]1[C:7]([OH:8])=[CH:6][CH:5]=[C:4]([F:9])[C:3]=1[C:10]1[N:15]=[C:14]([C:16]([O:18][CH3:19])=[O:17])[CH:13]=[CH:12][C:11]=1[F:20].C(=O)([O-])[O-].[Cs+].[Cs+].Br[CH2:28][CH2:29][O:30][Si:31]([C:34]([CH3:37])([CH3:36])[CH3:35])([CH3:33])[CH3:32]. Product: [Si:31]([O:30][CH2:29][CH2:28][O:8][C:7]1[C:2]([F:1])=[C:3]([C:10]2[N:15]=[C:14]([C:16]([O:18][CH3:19])=[O:17])[CH:13]=[CH:12][C:11]=2[F:20])[C:4]([F:9])=[CH:5][CH:6]=1)([C:34]([CH3:37])([CH3:36])[CH3:35])([CH3:33])[CH3:32]. The catalyst class is: 18. (5) Reactant: [C:1]1([S:7]([C:10]2[CH:11]=[C:12]3[C:17](=[CH:18][CH:19]=2)[C:16]([C:20]#[N:21])=[CH:15][CH2:14][CH2:13]3)(=[O:9])=[O:8])[CH:6]=[CH:5][CH:4]=[CH:3][CH:2]=1.CCO.[H][H]. Product: [C:1]1([S:7]([C:10]2[CH:11]=[C:12]3[C:17](=[CH:18][CH:19]=2)[CH:16]([C:20]#[N:21])[CH2:15][CH2:14][CH2:13]3)(=[O:9])=[O:8])[CH:2]=[CH:3][CH:4]=[CH:5][CH:6]=1. The catalyst class is: 331. (6) Reactant: Cl.[NH2:2][C@H:3]([C:7]([NH2:9])=[O:8])[CH:4]([CH3:6])[CH3:5].O.[OH-].[Na+].[F:13][C:14]([F:21])([F:20])[CH2:15][O:16][C:17](Cl)=[O:18]. Product: [F:13][C:14]([F:21])([F:20])[CH2:15][O:16][C:17]([NH:9][C:7](=[O:8])[C@H:3]([CH:4]([CH3:6])[CH3:5])[NH2:2])=[O:18]. The catalyst class is: 12. (7) Reactant: [Br:1][C:2]1[CH:7]=[CH:6][C:5]([NH:8][C:9](=[O:18])[C:10]2[CH:15]=[C:14]([Br:16])[CH:13]=[CH:12][C:11]=2[NH2:17])=[CH:4][CH:3]=1.[Cl:19][C:20]1[CH:25]=[CH:24][C:23]([S:26](Cl)(=[O:28])=[O:27])=[CH:22][CH:21]=1. Product: [Br:16][C:14]1[CH:13]=[CH:12][C:11]([NH:17][S:26]([C:23]2[CH:24]=[CH:25][C:20]([Cl:19])=[CH:21][CH:22]=2)(=[O:28])=[O:27])=[C:10]([CH:15]=1)[C:9]([NH:8][C:5]1[CH:4]=[CH:3][C:2]([Br:1])=[CH:7][CH:6]=1)=[O:18]. The catalyst class is: 2. (8) Reactant: BrC1C=CC=CC=1C1C=CC=CC=1.[Li]C(C)(C)C.Br[C:20]1[CH:33]=[CH:32][C:31]2[C:30](=O)[C:29]3[C:24](=[CH:25][CH:26]=[CH:27][CH:28]=3)[C:23](=O)[C:22]=2[CH:21]=1. Product: [CH:21]1[C:22]2[C:31](=[CH:30][C:29]3[C:24]([CH:23]=2)=[CH:25][CH:26]=[CH:27][CH:28]=3)[CH:32]=[CH:33][CH:20]=1. The catalyst class is: 773. (9) Reactant: [Cl:1][C:2]1[CH:7]=[C:6]([Cl:8])[CH:5]=[CH:4][C:3]=1[C:9]1[NH:14][C:13](=[O:15])[N:12]2[N:16]=[C:17]([CH:19]3[CH2:24][CH2:23][N:22](C(OC(C)(C)C)=O)[CH2:21][CH2:20]3)[N:18]=[C:11]2[CH:10]=1.Cl. Product: [ClH:1].[Cl:1][C:2]1[CH:7]=[C:6]([Cl:8])[CH:5]=[CH:4][C:3]=1[C:9]1[NH:14][C:13](=[O:15])[N:12]2[N:16]=[C:17]([CH:19]3[CH2:24][CH2:23][NH:22][CH2:21][CH2:20]3)[N:18]=[C:11]2[CH:10]=1. The catalyst class is: 12. (10) Reactant: [O:1]=[S:2]1(=[O:28])[C:7]2[CH:8]=[CH:9][CH:10]=[CH:11][C:6]=2[NH:5][C:4]([C:12]2[C:17](=[O:18])[N:16]([N:19]=[CH:20]C(C)C)[C:15]3[CH:24]=[CH:25][S:26][C:14]=3[C:13]=2[OH:27])=[N:3]1.CO.[BH4-].[Li+].Cl.O1[CH2:38][CH2:37][CH2:36][CH2:35]1. Product: [O:1]=[S:2]1(=[O:28])[C:7]2[CH:8]=[CH:9][CH:10]=[CH:11][C:6]=2[NH:5][C:4]([C:12]2[C:17](=[O:18])[N:16]([NH:19][CH2:20][CH2:35][CH2:36][CH2:37][CH3:38])[C:15]3[CH:24]=[CH:25][S:26][C:14]=3[C:13]=2[OH:27])=[N:3]1. The catalyst class is: 6.